From a dataset of Full USPTO retrosynthesis dataset with 1.9M reactions from patents (1976-2016). Predict the reactants needed to synthesize the given product. (1) Given the product [Cl:1][C:2]1[CH:7]=[C:6]([N+:8]([O-:10])=[O:9])[CH:5]=[CH:4][C:3]=1[O:11][CH2:13][C:14]1[CH:21]=[CH:20][CH:19]=[CH:18][C:15]=1[C:16]#[N:17], predict the reactants needed to synthesize it. The reactants are: [Cl:1][C:2]1[CH:7]=[C:6]([N+:8]([O-:10])=[O:9])[CH:5]=[CH:4][C:3]=1[OH:11].Br[CH2:13][C:14]1[CH:21]=[CH:20][CH:19]=[CH:18][C:15]=1[C:16]#[N:17].C(=O)([O-])[O-].[K+].[K+].O. (2) Given the product [C:4]([O:6][CH2:16][C:15](=[O:18])[NH:14][CH2:13][CH2:12][O:11][CH3:10])(=[O:5])/[CH:3]=[CH:2]/[C:1]([O:8][CH3:9])=[O:7], predict the reactants needed to synthesize it. The reactants are: [C:1]([O:8][CH3:9])(=[O:7])/[CH:2]=[CH:3]/[C:4]([OH:6])=[O:5].[CH3:10][O:11][CH2:12][CH2:13][NH:14][C:15](=[O:18])[CH2:16]Cl. (3) Given the product [Br:8][C:9]1[CH:14]=[CH:13][C:12]([CH2:15][CH2:16][C:17]2[N:2]([CH3:1])[C:21]([CH2:22][C:23]([CH3:27])([CH3:26])[CH2:24][CH3:25])=[CH:20][N:19]=2)=[CH:11][CH:10]=1, predict the reactants needed to synthesize it. The reactants are: [CH3:1][NH2:2].C1COCC1.[Br:8][C:9]1[CH:14]=[CH:13][C:12]([CH2:15][CH2:16][C:17]([NH:19][CH2:20][C:21](=O)[CH2:22][C:23]([CH3:27])([CH3:26])[CH2:24][CH3:25])=O)=[CH:11][CH:10]=1. (4) The reactants are: [C:1]([O:5][C:6](=[O:18])[NH:7][CH2:8][CH2:9][O:10][Si:11]([C:14]([CH3:17])([CH3:16])[CH3:15])([CH3:13])[CH3:12])([CH3:4])([CH3:3])[CH3:2].[H-].[Na+].I[CH3:22]. Given the product [C:1]([O:5][C:6](=[O:18])[N:7]([CH2:8][CH2:9][O:10][Si:11]([C:14]([CH3:17])([CH3:16])[CH3:15])([CH3:12])[CH3:13])[CH3:22])([CH3:4])([CH3:2])[CH3:3], predict the reactants needed to synthesize it. (5) Given the product [NH2:20][CH2:19][C@@H:18]([NH:17][C:15]([C:9]1[S:10][C:11]([CH2:12][CH2:13][CH3:14])=[C:7]([C:6]2[N:5]([CH3:42])[N:4]=[CH:3][C:2]=2[Cl:1])[CH:8]=1)=[O:16])[CH2:31][C:32]1[CH:37]=[CH:36][CH:35]=[CH:34][C:33]=1[C:38]([F:41])([F:40])[F:39], predict the reactants needed to synthesize it. The reactants are: [Cl:1][C:2]1[CH:3]=[N:4][N:5]([CH3:42])[C:6]=1[C:7]1[CH:8]=[C:9]([C:15]([NH:17][C@@H:18]([CH2:31][C:32]2[CH:37]=[CH:36][CH:35]=[CH:34][C:33]=2[C:38]([F:41])([F:40])[F:39])[CH2:19][N:20]2C(=O)C3C(=CC=CC=3)C2=O)=[O:16])[S:10][C:11]=1[CH2:12][CH2:13][CH3:14].NN. (6) Given the product [Br:1][C:2]1[CH:11]=[CH:10][C:5]2[N:6]=[C:7]([N:25]3[CH2:26][CH2:27][N:22]([CH:19]4[CH2:21][CH2:20]4)[CH2:23][CH2:24]3)[S:8][C:4]=2[CH:3]=1, predict the reactants needed to synthesize it. The reactants are: [Br:1][C:2]1[CH:11]=[CH:10][C:5]2[N:6]=[C:7](Cl)[S:8][C:4]=2[CH:3]=1.CCN(CC)CC.[CH:19]1([N:22]2[CH2:27][CH2:26][NH:25][CH2:24][CH2:23]2)[CH2:21][CH2:20]1. (7) Given the product [Cl:1][C:2]1[CH:3]=[CH:4][C:5]([C:8]2[N:9]([CH2:23][C@H:24]([OH:29])[C:25]([F:26])([F:28])[F:27])[C:10](=[O:22])[N:11]([CH2:13][C:14]3[N:18]=[C:17]([CH:19]([OH:21])[CH3:20])[N:16]([C:35]4[CH:34]=[CH:33][CH:32]=[C:31]([F:30])[C:36]=4[F:37])[N:15]=3)[N:12]=2)=[CH:6][CH:7]=1, predict the reactants needed to synthesize it. The reactants are: [Cl:1][C:2]1[CH:7]=[CH:6][C:5]([C:8]2[N:9]([CH2:23][C@H:24]([OH:29])[C:25]([F:28])([F:27])[F:26])[C:10](=[O:22])[N:11]([CH2:13][C:14]3[N:18]=[C:17]([CH:19]([OH:21])[CH3:20])[NH:16][N:15]=3)[N:12]=2)=[CH:4][CH:3]=1.[F:30][C:31]1[C:36]([F:37])=[CH:35][CH:34]=[CH:33][C:32]=1B(O)O.B(O)O.